Dataset: Reaction yield outcomes from USPTO patents with 853,638 reactions. Task: Predict the reaction yield, written as a fraction of the theoretical maximum amount of product (1.0 means a 100% yield; for example, 0.34 means a 34% yield). (1) The reactants are Br[C:2]1[CH:3]=[N:4][CH:5]=[C:6]([F:8])[CH:7]=1.[C:9](=[N:22][NH2:23])([C:16]1[CH:21]=[CH:20][CH:19]=[CH:18][CH:17]=1)[C:10]1[CH:15]=[CH:14][CH:13]=[CH:12][CH:11]=1.C1(P(C2C=CC=CC=2)C2C3OC4C(=CC=CC=4P(C4C=CC=CC=4)C4C=CC=CC=4)C(C)(C)C=3C=CC=2)C=CC=CC=1. The catalyst is C1(C)C=CC=CC=1.C([O-])(=O)C.[Pd+2].C([O-])(=O)C. The product is [C:10]1([C:9]([C:16]2[CH:21]=[CH:20][CH:19]=[CH:18][CH:17]=2)=[N:22][NH:23][C:2]2[CH:3]=[N:4][CH:5]=[C:6]([F:8])[CH:7]=2)[CH:11]=[CH:12][CH:13]=[CH:14][CH:15]=1. The yield is 0.820. (2) The reactants are [NH2:1][C:2]1[C:7]2[C:8]([C:11]3[CH:12]=[C:13]4[C:17](=[CH:18][CH:19]=3)[N:16](C(OC(C)(C)C)=O)[CH2:15][CH2:14]4)=[CH:9][O:10][C:6]=2[CH:5]=[CH:4][N:3]=1.Cl.O1CCOCC1. No catalyst specified. The product is [NH:16]1[C:17]2[C:13](=[CH:12][C:11]([C:8]3[C:7]4[C:2]([NH2:1])=[N:3][CH:4]=[CH:5][C:6]=4[O:10][CH:9]=3)=[CH:19][CH:18]=2)[CH2:14][CH2:15]1. The yield is 0.960. (3) The reactants are [I-].[CH:2]([C:5]1[CH:10]=[C:9]([C:11]([F:14])([F:13])[F:12])[CH:8]=[CH:7][C:6]=1[C:15]1[O:16]CC(C)(C)[N+]=1C)([CH3:4])[CH3:3].[OH-:23].[Na+].Cl. The catalyst is CO. The product is [CH:2]([C:5]1[CH:10]=[C:9]([C:11]([F:12])([F:13])[F:14])[CH:8]=[CH:7][C:6]=1[C:15]([OH:16])=[O:23])([CH3:3])[CH3:4]. The yield is 0.900. (4) The reactants are Cl.[NH2:2][CH2:3][CH2:4][N:5]1[C:10]([C:11]2[CH:16]=[CH:15][C:14]([O:17][CH3:18])=[CH:13][C:12]=2[O:19][CH3:20])=[CH:9][C:8](=[O:21])[NH:7][C:6]1=[S:22].F[P-](F)(F)(F)(F)F.N1(OC(N(C)C)=[N+](C)C)C2N=CC=CC=2N=N1.[C:47]([O:51][C:52]([NH:54][CH2:55][C:56](O)=[O:57])=[O:53])([CH3:50])([CH3:49])[CH3:48].C(N(C(C)C)CC)(C)C. The catalyst is C(Cl)Cl. The product is [CH3:20][O:19][C:12]1[CH:13]=[C:14]([O:17][CH3:18])[CH:15]=[CH:16][C:11]=1[C:10]1[N:5]([CH2:4][CH2:3][NH:2][C:56](=[O:57])[CH2:55][NH:54][C:52](=[O:53])[O:51][C:47]([CH3:48])([CH3:49])[CH3:50])[C:6](=[S:22])[NH:7][C:8](=[O:21])[CH:9]=1. The yield is 0.650.